This data is from Reaction yield outcomes from USPTO patents with 853,638 reactions. The task is: Predict the reaction yield, written as a fraction of the theoretical maximum amount of product (1.0 means a 100% yield; for example, 0.34 means a 34% yield). (1) The reactants are [CH3:1][O:2][C:3]([C:5]1[CH:13]=[CH:12][C:8]([C:9]([OH:11])=O)=[C:7]([N+:14]([O-:16])=[O:15])[CH:6]=1)=[O:4].S(Cl)(Cl)=O.[F:21][C:22]1[CH:23]=[C:24]([CH:36]=[C:37]([F:39])[CH:38]=1)[CH2:25][C:26]1[CH:27]=[C:28]2[C:32](=[CH:33][CH:34]=1)[NH:31][N:30]=[C:29]2[NH2:35]. The catalyst is C1COCC1.N1C=CC=CC=1. The product is [F:21][C:22]1[CH:23]=[C:24]([CH:36]=[C:37]([F:39])[CH:38]=1)[CH2:25][C:26]1[CH:27]=[C:28]2[C:32](=[CH:33][CH:34]=1)[NH:31][N:30]=[C:29]2[NH:35][C:9]([C:8]1[CH:12]=[CH:13][C:5]([C:3]([O:2][CH3:1])=[O:4])=[CH:6][C:7]=1[N+:14]([O-:16])=[O:15])=[O:11]. The yield is 0.650. (2) The catalyst is C(O)(C(F)(F)F)=O.C(Cl)Cl. The reactants are [CH2:1]([O:3][P:4]([CH:9]([C:35]#[N:36])[CH2:10][C:11]([CH3:34])=[CH:12][CH2:13][C:14]1[C:15]([O:27]CC[Si](C)(C)C)=[C:16]2[C:20](=[C:21]([CH3:25])[C:22]=1[O:23][CH3:24])[CH2:19][O:18][C:17]2=[O:26])(=[O:8])[O:5][CH2:6][CH3:7])[CH3:2]. The product is [CH2:1]([O:3][P:4]([CH:9]([C:35]#[N:36])[CH2:10][C:11]([CH3:34])=[CH:12][CH2:13][C:14]1[C:15]([OH:27])=[C:16]2[C:20](=[C:21]([CH3:25])[C:22]=1[O:23][CH3:24])[CH2:19][O:18][C:17]2=[O:26])(=[O:8])[O:5][CH2:6][CH3:7])[CH3:2]. The yield is 0.800.